This data is from Reaction yield outcomes from USPTO patents with 853,638 reactions. The task is: Predict the reaction yield, written as a fraction of the theoretical maximum amount of product (1.0 means a 100% yield; for example, 0.34 means a 34% yield). (1) The reactants are [I-].[CH3:2][C:3]1[CH:8]=[C:7]([N+:9]([O-:11])=[O:10])[C:6]([O:12][CH3:13])=[CH:5][C:4]=1[C:14]1[CH:19]=[CH:18][N+:17]([CH2:20][CH2:21][CH3:22])=[CH:16][CH:15]=1.[BH4-].[Na+]. The catalyst is CO.CCOC(C)=O. The product is [CH3:2][C:3]1[CH:8]=[C:7]([N+:9]([O-:11])=[O:10])[C:6]([O:12][CH3:13])=[CH:5][C:4]=1[C:14]1[CH2:19][CH2:18][N:17]([CH2:20][CH2:21][CH3:22])[CH2:16][CH:15]=1. The yield is 0.960. (2) The reactants are [N+:1]([C:4]1[CH:5]=[C:6](/[CH:10]=[CH:11]/[C:12]2[CH:17]=[CH:16][N:15]=[CH:14][CH:13]=2)[CH:7]=[CH:8][CH:9]=1)([O-])=O.O.O.[Sn](Cl)Cl. The catalyst is CCO. The product is [N:15]1[CH:16]=[CH:17][C:12](/[CH:11]=[CH:10]/[C:6]2[CH:5]=[C:4]([NH2:1])[CH:9]=[CH:8][CH:7]=2)=[CH:13][CH:14]=1. The yield is 0.730.